Task: Binary Classification. Given a miRNA mature sequence and a target amino acid sequence, predict their likelihood of interaction.. Dataset: Experimentally validated miRNA-target interactions with 360,000+ pairs, plus equal number of negative samples (1) The miRNA is hsa-miR-5011-5p with sequence UAUAUAUACAGCCAUGCACUC. The protein sequence of the target gene is MFSKFTSILQHAVEALAPSLPLQEDFVYHWKAITHYYIETSDDKAPVTDTNIPSHLEQMLDILVQEENERESGETGPCMEYLLHHKILETLYTLGKADCPPGMKQQVLVFYTKLLGRIRQPLLPHINVHRPVQKLIRLCGEVLATPTENEEIQFLCIVCAKLKQDPYLVNFFLENKMKSLASKGVPNVISEDTLKGQDSLSTDTGQSRQPEELSGATGMEQTELEDEPPHQMDHLSTSLDNLSVTSLPEASVVCPNQDYNLVNSLLNLTRSPDGRIAVKACEGLMLLVSLPEPAAAKCLT.... Result: 1 (interaction). (2) The miRNA is hsa-miR-33a-3p with sequence CAAUGUUUCCACAGUGCAUCAC. The protein sequence of the target gene is MAKYNTGGNPTEDVSVNSRPFRVTGPNSSSGIQARKNLFNNQGNASPPAGPSNVPKFGSPKPPVAVKPSSEEKPDKEPKPPFLKPTGAGQRFGTPASLTTRDPEAKVGFLKPVGPKPINLPKEDSKPTFPWPPGNKPSLHSVNQDHDLKPLGPKSGPTPPTSENEQKQAFPKLTGVKGKFMSASQDLEPKPLFPKPAFGQKPPLSTENSHEDESPMKNVSSSKGSPAPLGVRSKSGPLKPAREDSENKDHAGEISSLPFPGVVLKPAASRGGPGLSKNGEEKKEDRKIDAAKNTFQSKIN.... Result: 1 (interaction).